Predict which catalyst facilitates the given reaction. From a dataset of Catalyst prediction with 721,799 reactions and 888 catalyst types from USPTO. Reactant: [Cl:1][C:2]1[C:3]([NH:10][CH2:11][C:12]2[CH:17]=[CH:16][C:15]([OH:18])=[C:14]([O:19][CH2:20][CH:21]3[CH2:23][CH2:22]3)[CH:13]=2)=[N:4][C:5]([CH3:9])=[N:6][C:7]=1[CH3:8].Cl[C:25]1[CH:26]=[CH:27][C:28]2[N:29]([C:31]([N+:34]([O-:36])=[O:35])=[CH:32][N:33]=2)[N:30]=1.C(=O)([O-])[O-].[K+].[K+]. Product: [Cl:1][C:2]1[C:3]([NH:10][CH2:11][C:12]2[CH:17]=[CH:16][C:15]([O:18][C:25]3[CH:26]=[CH:27][C:28]4[N:29]([C:31]([N+:34]([O-:36])=[O:35])=[CH:32][N:33]=4)[N:30]=3)=[C:14]([O:19][CH2:20][CH:21]3[CH2:23][CH2:22]3)[CH:13]=2)=[N:4][C:5]([CH3:9])=[N:6][C:7]=1[CH3:8]. The catalyst class is: 9.